Dataset: Full USPTO retrosynthesis dataset with 1.9M reactions from patents (1976-2016). Task: Predict the reactants needed to synthesize the given product. (1) Given the product [C:44]([NH:1][C:2]1[N:7]=[CH:6][C:5]([C:8]2[CH:9]=[N:10][N:11]([CH:13]3[CH2:14][CH2:15][N:16]([C:19]([O:21][C:22]([CH3:24])([CH3:23])[CH3:25])=[O:20])[CH2:17][CH2:18]3)[CH:12]=2)=[CH:4][C:3]=1[O:26][C@@H:27]([C:29]1[C:34]([Cl:35])=[CH:33][CH:32]=[C:31]([F:36])[C:30]=1[Cl:37])[CH3:28])(=[O:46])[CH3:45], predict the reactants needed to synthesize it. The reactants are: [NH2:1][C:2]1[N:7]=[CH:6][C:5]([C:8]2[CH:9]=[N:10][N:11]([CH:13]3[CH2:18][CH2:17][N:16]([C:19]([O:21][C:22]([CH3:25])([CH3:24])[CH3:23])=[O:20])[CH2:15][CH2:14]3)[CH:12]=2)=[CH:4][C:3]=1[O:26][C@@H:27]([C:29]1[C:34]([Cl:35])=[CH:33][CH:32]=[C:31]([F:36])[C:30]=1[Cl:37])[CH3:28].N1C=CC=CC=1.[C:44](Cl)(=[O:46])[CH3:45]. (2) Given the product [CH3:1][O:2][C:3](=[O:15])[C:4]1[CH:9]=[C:8]([C:25]#[C:24][C:19]2[CH:20]=[CH:21][CH:22]=[CH:23][C:18]=2[O:17][CH3:16])[CH:7]=[CH:6][C:5]=1[O:11][CH:12]([CH3:14])[CH3:13], predict the reactants needed to synthesize it. The reactants are: [CH3:1][O:2][C:3](=[O:15])[C:4]1[CH:9]=[C:8](I)[CH:7]=[CH:6][C:5]=1[O:11][CH:12]([CH3:14])[CH3:13].[CH3:16][O:17][C:18]1[CH:23]=[CH:22][CH:21]=[CH:20][C:19]=1[C:24]#[CH:25].CCCC[N+](CCCC)(CCCC)CCCC.[F-].